This data is from Full USPTO retrosynthesis dataset with 1.9M reactions from patents (1976-2016). The task is: Predict the reactants needed to synthesize the given product. (1) Given the product [F:1][C:2]1[CH:7]=[C:6]([F:8])[CH:5]=[CH:4][C:3]=1[C:9]1[C:17]2[C:12](=[CH:13][C:14]([O:18][CH2:19][CH2:20][CH2:21][N:22]3[CH2:27][CH2:26][N:25]([S:28]([CH3:31])(=[O:29])=[O:30])[CH2:24][CH2:23]3)=[CH:15][CH:16]=2)[C:11](=[O:32])[C:10]=1[C:68]1[CH:67]=[N:66][C:75]2[C:70]([CH:69]=1)=[CH:71][CH:72]=[CH:73][CH:74]=2, predict the reactants needed to synthesize it. The reactants are: [F:1][C:2]1[CH:7]=[C:6]([F:8])[CH:5]=[CH:4][C:3]=1[C:9]1[C:17]2[C:12](=[CH:13][C:14]([O:18][CH2:19][CH2:20][CH2:21][N:22]3[CH2:27][CH2:26][N:25]([S:28]([CH3:31])(=[O:30])=[O:29])[CH2:24][CH2:23]3)=[CH:15][CH:16]=2)[C:11](=[O:32])[C:10]=1C1C=CC(C)=CC=1.O1CCN(CCOC2C=C3C(C(C4C=CC=CC=4)=C(Br)C3=O)=CC=2)CC1.[N:66]1[C:75]2[C:70](=[CH:71][CH:72]=[CH:73][CH:74]=2)[CH:69]=[C:68](B(O)O)[CH:67]=1. (2) Given the product [CH3:9][S:8][C:4]1[N:3]=[C:2]([CH2:1][C:20](=[O:22])[CH3:21])[CH:7]=[CH:6][N:5]=1, predict the reactants needed to synthesize it. The reactants are: [CH3:1][C:2]1[CH:7]=[CH:6][N:5]=[C:4]([S:8][CH3:9])[N:3]=1.[Li+].C[Si]([N-][Si](C)(C)C)(C)C.[C:20](OCC1C=CC=CC=1)(=[O:22])[CH3:21]. (3) Given the product [F:19][CH:18]([F:20])[C:15]1[CH:16]=[CH:17][C:12]([CH2:11][N:8]2[CH2:9][CH2:10][CH:6]([N:26]3[CH2:27][CH2:28][C@@H:29]([C:30]4[CH:35]=[CH:34][C:33]([OH:36])=[CH:32][CH:31]=4)[C@H:24]([F:23])[CH2:25]3)[C:7]2=[O:21])=[CH:13][CH:14]=1, predict the reactants needed to synthesize it. The reactants are: CS(O[C@H:6]1[CH2:10][CH2:9][N:8]([CH2:11][C:12]2[CH:17]=[CH:16][C:15]([CH:18]([F:20])[F:19])=[CH:14][CH:13]=2)[C:7]1=[O:21])(=O)=O.Cl.[F:23][C@H:24]1[C@H:29]([C:30]2[CH:35]=[CH:34][C:33]([OH:36])=[CH:32][CH:31]=2)[CH2:28][CH2:27][NH:26][CH2:25]1.C(N(CC)C(C)C)(C)C. (4) Given the product [C:1]([O:5][C:6]([NH:8][C@@H:9]1[CH2:11][C@H:10]1[C:12]1[CH:13]=[CH:14][C:15]([O:22][CH3:23])=[C:16]([CH:21]=1)[C:17]([OH:19])=[O:18])=[O:7])([CH3:4])([CH3:3])[CH3:2], predict the reactants needed to synthesize it. The reactants are: [C:1]([O:5][C:6]([NH:8][C@@H:9]1[CH2:11][C@H:10]1[C:12]1[CH:13]=[CH:14][C:15]([O:22][CH3:23])=[C:16]([CH:21]=1)[C:17]([O:19]C)=[O:18])=[O:7])([CH3:4])([CH3:3])[CH3:2].[OH-].[Na+].Cl. (5) Given the product [CH:8]([O:4][C:1](=[O:5])[CH2:2][CH2:3][CH3:12])([CH3:9])[CH3:7], predict the reactants needed to synthesize it. The reactants are: [C:1]([OH:5])(=[O:4])[CH2:2][CH3:3].N1CC[CH2:9][CH2:8][CH2:7]1.[CH:12](O)(C)C. (6) Given the product [NH2:1][C:2]1([C:6]2[CH:7]=[CH:8][C:9]([C:12]3[C:13]([C:27]4[CH:28]=[CH:29][CH:30]=[CH:31][CH:32]=4)=[CH:14][C:15]4[N:20]([CH2:21][CH2:22][CH3:23])[C:19](=[O:25])[CH2:18][O:17][C:16]=4[N:26]=3)=[CH:10][CH:11]=2)[CH2:3][CH2:4][CH2:5]1, predict the reactants needed to synthesize it. The reactants are: [NH2:1][C:2]1([C:6]2[CH:11]=[CH:10][C:9]([C:12]3[C:13]([C:27]4[CH:32]=[CH:31][CH:30]=[CH:29][CH:28]=4)=[CH:14][C:15]4[N:20]([CH2:21][CH2:22][C:23]#N)[C:19](=[O:25])[CH2:18][O:17][C:16]=4[N:26]=3)=[CH:8][CH:7]=2)[CH2:5][CH2:4][CH2:3]1.C(OC(=O)NC1(C2C=CC(C3C(C4C=CC=CC=4)=CC4N(CCC)C(=O)COC=4N=3)=CC=2)CCC1)(C)(C)C. (7) Given the product [OH:1][CH:2]([C:11]1[CH:16]=[CH:15][C:14]([C:17]2[N:21]=[C:20]([C:22]3[O:26][N:25]=[C:24]([C:27]4[CH:28]=[CH:29][CH:30]=[CH:31][CH:32]=4)[C:23]=3[C:33]([F:36])([F:34])[F:35])[O:19][N:18]=2)=[CH:13][CH:12]=1)[C:3]([NH:5][CH2:6][CH2:7][C:8]([N:38]1[CH2:43][C:42]([OH:41])([CH3:44])[CH2:39]1)=[O:9])=[O:4], predict the reactants needed to synthesize it. The reactants are: [OH:1][CH:2]([C:11]1[CH:16]=[CH:15][C:14]([C:17]2[N:21]=[C:20]([C:22]3[O:26][N:25]=[C:24]([C:27]4[CH:32]=[CH:31][CH:30]=[CH:29][CH:28]=4)[C:23]=3[C:33]([F:36])([F:35])[F:34])[O:19][N:18]=2)=[CH:13][CH:12]=1)[C:3]([NH:5][CH2:6][CH2:7][C:8](O)=[O:9])=[O:4].C[N:38]1[CH2:43][CH2:42][O:41]C[CH2:39]1.[CH3:44]N(C(ON1N=NC2C=CC=NC1=2)=[N+](C)C)C.F[P-](F)(F)(F)(F)F.